From a dataset of Reaction yield outcomes from USPTO patents with 853,638 reactions. Predict the reaction yield, written as a fraction of the theoretical maximum amount of product (1.0 means a 100% yield; for example, 0.34 means a 34% yield). The reactants are [Cl:1][C:2]1[CH:3]=[C:4]2[C:8](=[CH:9][CH:10]=1)[N:7]([CH2:11][CH2:12][S:13]([CH3:16])(=[O:15])=[O:14])[C:6]([CH2:17]O)=[CH:5]2.[CH3:19][S:20]([C:23]1[C:31]2[C:26](=[CH:27][N:28]=[CH:29][CH:30]=2)[NH:25][N:24]=1)(=[O:22])=[O:21].C1C=CC(P(C2C=CC=CC=2)C2C=CC=CC=2)=CC=1.CC(OC(/N=N/C(OC(C)C)=O)=O)C. The catalyst is C1COCC1. The product is [Cl:1][C:2]1[CH:3]=[C:4]2[C:8](=[CH:9][CH:10]=1)[N:7]([CH2:11][CH2:12][S:13]([CH3:16])(=[O:15])=[O:14])[C:6]([CH2:17][N:25]1[C:26]3=[CH:27][N:28]=[CH:29][CH:30]=[C:31]3[C:23]([S:20]([CH3:19])(=[O:21])=[O:22])=[N:24]1)=[CH:5]2. The yield is 0.0280.